Dataset: NCI-60 drug combinations with 297,098 pairs across 59 cell lines. Task: Regression. Given two drug SMILES strings and cell line genomic features, predict the synergy score measuring deviation from expected non-interaction effect. Drug 1: CCC1=CC2CC(C3=C(CN(C2)C1)C4=CC=CC=C4N3)(C5=C(C=C6C(=C5)C78CCN9C7C(C=CC9)(C(C(C8N6C)(C(=O)OC)O)OC(=O)C)CC)OC)C(=O)OC.C(C(C(=O)O)O)(C(=O)O)O. Drug 2: CCC(=C(C1=CC=CC=C1)C2=CC=C(C=C2)OCCN(C)C)C3=CC=CC=C3.C(C(=O)O)C(CC(=O)O)(C(=O)O)O. Cell line: KM12. Synergy scores: CSS=57.2, Synergy_ZIP=-0.801, Synergy_Bliss=0.417, Synergy_Loewe=1.75, Synergy_HSA=6.95.